This data is from Reaction yield outcomes from USPTO patents with 853,638 reactions. The task is: Predict the reaction yield, written as a fraction of the theoretical maximum amount of product (1.0 means a 100% yield; for example, 0.34 means a 34% yield). (1) The reactants are [CH3:1][C:2]1[CH:10]=[CH:9][C:5](C(O)=O)=[CH:4][N:3]=1.CC[N:13]([CH:17](C)C)C(C)C.C1(P(N=[N+]=[N-])(C2C=CC=CC=2)=[O:27])C=CC=CC=1.[CH:37]1[CH:42]=[CH:41][C:40]([CH2:43][OH:44])=[CH:39][CH:38]=1. The catalyst is C1(C)C=CC=CC=1.O.C(OCC)(=O)C. The product is [CH2:43]([O:44][C:17](=[O:27])[NH:13][C:5]1[CH:4]=[N:3][C:2]([CH3:1])=[CH:10][CH:9]=1)[C:40]1[CH:41]=[CH:42][CH:37]=[CH:38][CH:39]=1. The yield is 0.590. (2) The reactants are [CH:1]1([C@@H:4]([NH:8][C@@H:9]([C:11]2[CH:16]=[CH:15][CH:14]=[CH:13][CH:12]=2)[CH3:10])[C:5]([OH:7])=[O:6])[CH2:3][CH2:2]1.S(Cl)(Cl)=O.[CH3:21]O. No catalyst specified. The product is [CH3:21][O:6][C:5](=[O:7])[C@@H:4]([CH:1]1[CH2:3][CH2:2]1)[NH:8][C@@H:9]([C:11]1[CH:16]=[CH:15][CH:14]=[CH:13][CH:12]=1)[CH3:10]. The yield is 0.700.